From a dataset of NCI-60 drug combinations with 297,098 pairs across 59 cell lines. Regression. Given two drug SMILES strings and cell line genomic features, predict the synergy score measuring deviation from expected non-interaction effect. (1) Drug 1: C1=CC(=CC=C1CCC2=CNC3=C2C(=O)NC(=N3)N)C(=O)NC(CCC(=O)O)C(=O)O. Drug 2: CCCS(=O)(=O)NC1=C(C(=C(C=C1)F)C(=O)C2=CNC3=C2C=C(C=N3)C4=CC=C(C=C4)Cl)F. Cell line: EKVX. Synergy scores: CSS=-1.12, Synergy_ZIP=1.70, Synergy_Bliss=2.18, Synergy_Loewe=-2.15, Synergy_HSA=-1.29. (2) Drug 1: C1=C(C(=O)NC(=O)N1)N(CCCl)CCCl. Drug 2: C1C(C(OC1N2C=NC(=NC2=O)N)CO)O. Cell line: SF-539. Synergy scores: CSS=48.8, Synergy_ZIP=-0.486, Synergy_Bliss=-0.0859, Synergy_Loewe=-8.90, Synergy_HSA=-0.105.